Dataset: Merck oncology drug combination screen with 23,052 pairs across 39 cell lines. Task: Regression. Given two drug SMILES strings and cell line genomic features, predict the synergy score measuring deviation from expected non-interaction effect. Drug 1: O=C(O)C1(Cc2cccc(Nc3nccs3)n2)CCC(Oc2cccc(Cl)c2F)CC1. Drug 2: NC1CCCCC1N.O=C(O)C(=O)O.[Pt+2]. Cell line: ES2. Synergy scores: synergy=-9.55.